This data is from Forward reaction prediction with 1.9M reactions from USPTO patents (1976-2016). The task is: Predict the product of the given reaction. (1) The product is: [CH2:1]([O:3][C:4]([CH:6]1[CH:8]2[CH:7]1[C:11](=[O:27])[N:12]([C:13]1[CH:18]=[CH:17][C:16]([N:19]3[CH:24]=[CH:23][CH:22]=[CH:21][C:20]3=[O:25])=[CH:15][C:14]=1[F:26])[C:9]2=[O:10])=[O:5])[CH3:2]. Given the reactants [CH2:1]([O:3][C:4]([CH:6]1[CH:8]([CH2:9][OH:10])[CH:7]1[C:11](=[O:27])[NH:12][C:13]1[CH:18]=[CH:17][C:16]([N:19]2[CH:24]=[CH:23][CH:22]=[CH:21][C:20]2=[O:25])=[CH:15][C:14]=1[F:26])=[O:5])[CH3:2].CC(C)=O.OS(O)(=O)=O.O=[Cr](=O)=O.OS([O-])=O.[Na+].S(Cl)(Cl)=O, predict the reaction product. (2) Given the reactants Br[C:2]1[CH:3]=[CH:4][C:5]([N+:25]([O-:27])=[O:26])=[C:6]([NH:8][CH:9]2[CH2:14][CH2:13][N:12]([C@H:15]3[CH2:20][CH2:19][C@H:18]([O:21][CH2:22][CH2:23][CH3:24])[CH2:17][CH2:16]3)[CH2:11][CH2:10]2)[CH:7]=1.[CH2:28](C([Sn])=C(CCCC)CCCC)[CH2:29]CC.C1(P(C2C=CC=CC=2)C2C=CC=CC=2)C=CC=CC=1, predict the reaction product. The product is: [CH:28]([C:2]1[CH:3]=[CH:4][C:5]([N+:25]([O-:27])=[O:26])=[C:6]([NH:8][CH:9]2[CH2:14][CH2:13][N:12]([C@H:15]3[CH2:20][CH2:19][C@H:18]([O:21][CH2:22][CH2:23][CH3:24])[CH2:17][CH2:16]3)[CH2:11][CH2:10]2)[CH:7]=1)=[CH2:29].